From a dataset of Full USPTO retrosynthesis dataset with 1.9M reactions from patents (1976-2016). Predict the reactants needed to synthesize the given product. (1) Given the product [CH3:37][O:38][C:14](=[O:36])[C@@H:15]([O:33][CH2:34][CH3:35])[C@@H:16]([C:18]1[CH:23]=[CH:22][C:21]([O:24][CH2:25][C:26]2[CH:27]=[CH:28][CH:29]=[CH:30][CH:31]=2)=[CH:20][C:19]=1[F:32])[OH:17], predict the reactants needed to synthesize it. The reactants are: C([C@H]1COC(=O)N1[C:14](=[O:36])[C@@H:15]([O:33][CH2:34][CH3:35])[C@@H:16]([C:18]1[CH:23]=[CH:22][C:21]([O:24][CH2:25][C:26]2[CH:31]=[CH:30][CH:29]=[CH:28][CH:27]=2)=[CH:20][C:19]=1[F:32])[OH:17])C1C=CC=CC=1.[CH3:37][O-:38].[Na+]. (2) Given the product [NH2:35][C:30]1[CH:31]=[CH:32][CH:33]=[CH:34][C:29]=1[NH:36][C:21](=[O:23])[C:20]1[CH:19]=[CH:18][C:17]([C:27]([CH2:28][N:5]2[C:4]3[CH:3]=[C:2]([Cl:1])[CH:15]=[CH:14][C:13]=3[S:12][C:11]3[C:6]2=[CH:7][CH:8]=[CH:9][CH:10]=3)=[CH2:26])=[CH:25][CH:24]=1, predict the reactants needed to synthesize it. The reactants are: [Cl:1][C:2]1[CH:15]=[CH:14][C:13]2[S:12][C:11]3[C:6](=[CH:7][CH:8]=[CH:9][CH:10]=3)[NH:5][C:4]=2[CH:3]=1.I[C:17]1[CH:25]=[CH:24][C:20]([C:21]([OH:23])=O)=[CH:19][CH:18]=1.[CH2:26]=[C:27]=[CH2:28].[C:29]1([NH2:36])[CH:34]=[CH:33][CH:32]=[CH:31][C:30]=1[NH2:35]. (3) Given the product [NH2:51][C:37]1[N:38]=[CH:39][C:40]([C:2]2[N:3]=[C:4]([C:30]([CH3:33])([CH3:32])[CH3:31])[N:5]([CH2:22][O:23][CH2:24][CH2:25][Si:26]([CH3:29])([CH3:28])[CH3:27])[C:6]=2[C:7]2[CH:12]=[CH:11][N:10]=[C:9]([NH:13][C:14]3[CH:19]=[CH:18][N:17]=[C:16]([O:20][CH3:21])[CH:15]=3)[N:8]=2)=[CH:52][C:36]=1[O:35][CH3:34], predict the reactants needed to synthesize it. The reactants are: Br[C:2]1[N:3]=[C:4]([C:30]([CH3:33])([CH3:32])[CH3:31])[N:5]([CH2:22][O:23][CH2:24][CH2:25][Si:26]([CH3:29])([CH3:28])[CH3:27])[C:6]=1[C:7]1[CH:12]=[CH:11][N:10]=[C:9]([NH:13][C:14]2[CH:19]=[CH:18][N:17]=[C:16]([O:20][CH3:21])[CH:15]=2)[N:8]=1.[CH3:34][O:35][C:36]1[C:37]([NH2:51])=[N:38][CH:39]=[C:40](B2OC(C)(C)C(C)(C)O2)N=1.[C:52]([O-])([O-])=O.[Na+].[Na+].